Dataset: Catalyst prediction with 721,799 reactions and 888 catalyst types from USPTO. Task: Predict which catalyst facilitates the given reaction. (1) Reactant: [C:1]([C:4]1[C:12]2[C:7](=[CH:8][CH:9]=[C:10]([OH:13])[CH:11]=2)[N:6]([CH2:14][C:15]([O:17]C(C)(C)C)=[O:16])[CH:5]=1)(=[O:3])[CH3:2]. Product: [C:1]([C:4]1[C:12]2[C:7](=[CH:8][CH:9]=[C:10]([OH:13])[CH:11]=2)[N:6]([CH2:14][C:15]([OH:17])=[O:16])[CH:5]=1)(=[O:3])[CH3:2]. The catalyst class is: 393. (2) The catalyst class is: 3. Product: [OH:50][C:49]1[C:44]2[CH2:43][CH2:42][C@H:41]([C:40]([O:39][CH2:37][CH3:38])=[O:60])[O:59][C:45]=2[N:46]=[C:47]([NH:51][CH:52]2[CH2:57][CH2:56][O:55][CH2:54][CH2:53]2)[N:48]=1. Reactant: C1C=CC(P(C2C=CC=CC=2)C2C=CC=CC=2)=CC=1.C1COCC1.CCOC(/N=N/C(OCC)=O)=O.[CH2:37]([O:39][C:40](=[O:60])[C@@H:41]([OH:59])[CH2:42][CH2:43][C:44]1[C:45](O)=[N:46][C:47]([NH:51][CH:52]2[CH2:57][CH2:56][O:55][CH2:54][CH2:53]2)=[N:48][C:49]=1[OH:50])[CH3:38]. (3) Reactant: [CH2:1]([O:4][C:5]1[CH:12]=[CH:11][CH:10]=[CH:9][C:6]=1[CH:7]=[O:8])[CH:2]=[CH2:3].[BH4-].[Na+]. Product: [CH2:1]([O:4][C:5]1[CH:12]=[CH:11][CH:10]=[CH:9][C:6]=1[CH2:7][OH:8])[CH:2]=[CH2:3]. The catalyst class is: 5. (4) Product: [CH2:1]([O:8][CH2:9][C@H:10]([N:20]1[C:21]2[C:30]3[CH:29]=[CH:28][CH:27]=[CH:26][C:25]=3[N:24]=[CH:23][C:22]=2[N:31]=[C:35]1[CH2:34][Cl:33])[CH2:11][O:12][Si:13]([C:16]([CH3:19])([CH3:18])[CH3:17])([CH3:15])[CH3:14])[C:2]1[CH:7]=[CH:6][CH:5]=[CH:4][CH:3]=1. Reactant: [CH2:1]([O:8][CH2:9][C@H:10]([NH:20][C:21]1[C:30]2[C:25](=[CH:26][CH:27]=[CH:28][CH:29]=2)[N:24]=[CH:23][C:22]=1[NH2:31])[CH2:11][O:12][Si:13]([C:16]([CH3:19])([CH3:18])[CH3:17])([CH3:15])[CH3:14])[C:2]1[CH:7]=[CH:6][CH:5]=[CH:4][CH:3]=1.Cl.[Cl:33][CH2:34][C:35](=N)OCC.C([O-])(O)=O.[Na+]. The catalyst class is: 26. (5) Reactant: [CH3:1][O-:2].[Na+].[CH3:4][O:5][C:6](=[O:11])[C:7]([CH2:9]Br)=[CH2:8].[CH3:12][OH:13]. Product: [CH3:4][O:5][C:6](=[O:11])[CH:7]([CH2:9][O:13][CH3:12])[CH2:8][O:2][CH3:1]. The catalyst class is: 27.